This data is from Full USPTO retrosynthesis dataset with 1.9M reactions from patents (1976-2016). The task is: Predict the reactants needed to synthesize the given product. (1) Given the product [OH:16][NH:15][C:13]([N:10]1[CH2:11][CH2:12][CH:7]([C@H:5]2[CH2:6][C@H:4]2[CH2:3][CH2:2][OH:1])[CH2:8][CH2:9]1)=[NH:14], predict the reactants needed to synthesize it. The reactants are: [OH:1][CH2:2][CH2:3][C@@H:4]1[CH2:6][C@@H:5]1[CH:7]1[CH2:12][CH2:11][N:10]([C:13]#[N:14])[CH2:9][CH2:8]1.[NH2:15][OH:16]. (2) Given the product [F:31][C:2]([F:1])([F:30])[C:3]1[CH:4]=[C:5]([CH:23]=[C:24]([C:26]([F:27])([F:28])[F:29])[CH:25]=1)[C:6]([N:8]1[CH2:13][CH2:12][N:11]([CH2:36]/[CH:35]=[CH:34]/[CH2:33][Cl:32])[CH2:10][C@H:9]1[CH2:14][C:15]1[CH:20]=[CH:19][C:18]([CH3:21])=[C:17]([CH3:22])[CH:16]=1)=[O:7], predict the reactants needed to synthesize it. The reactants are: [F:1][C:2]([F:31])([F:30])[C:3]1[CH:4]=[C:5]([CH:23]=[C:24]([C:26]([F:29])([F:28])[F:27])[CH:25]=1)[C:6]([N:8]1[CH2:13][CH2:12][NH:11][CH2:10][C@H:9]1[CH2:14][C:15]1[CH:20]=[CH:19][C:18]([CH3:21])=[C:17]([CH3:22])[CH:16]=1)=[O:7].[Cl:32][CH2:33]/[CH:34]=[CH:35]/[CH2:36]Cl.C(=O)([O-])[O-].[K+].[K+].